Dataset: Reaction yield outcomes from USPTO patents with 853,638 reactions. Task: Predict the reaction yield, written as a fraction of the theoretical maximum amount of product (1.0 means a 100% yield; for example, 0.34 means a 34% yield). (1) The reactants are O.NN.[Cl:4][C:5]1[CH:6]=[C:7]([C:13](=O)[C:14]([OH:16])=[O:15])[CH:8]=[CH:9][C:10]=1[S:11][CH3:12].[OH-].[K+].Cl. The catalyst is O. The product is [Cl:4][C:5]1[CH:6]=[C:7]([CH2:13][C:14]([OH:16])=[O:15])[CH:8]=[CH:9][C:10]=1[S:11][CH3:12]. The yield is 0.890. (2) The reactants are Cl.[CH3:2][N:3]1[CH:7]=[C:6]([C:8]2[N:13]=[C:12]3[N:14]([CH2:17][CH:18]4[CH2:23][CH2:22][CH2:21][N:20]([C:24]5[N:29]=[CH:28][C:27]([C:30]6[CH2:31][CH2:32][NH:33][CH2:34][CH:35]=6)=[CH:26][N:25]=5)[CH2:19]4)[N:15]=[N:16][C:11]3=[N:10][CH:9]=2)[CH:5]=[N:4]1.Br[CH2:37][CH2:38][OH:39].C([O-])([O-])=O.[K+].[K+].CCN(CC)CC. The catalyst is CN(C=O)C. The product is [CH3:2][N:3]1[CH:7]=[C:6]([C:8]2[N:13]=[C:12]3[N:14]([CH2:17][CH:18]4[CH2:23][CH2:22][CH2:21][N:20]([C:24]5[N:29]=[CH:28][C:27]([C:30]6[CH2:31][CH2:32][N:33]([CH2:37][CH2:38][OH:39])[CH2:34][CH:35]=6)=[CH:26][N:25]=5)[CH2:19]4)[N:15]=[N:16][C:11]3=[N:10][CH:9]=2)[CH:5]=[N:4]1. The yield is 0.130. (3) The reactants are Br[C:2]1[CH:7]=[C:6]([NH:8][C:9](=[O:11])[CH3:10])[CH:5]=[C:4]([Br:12])[N:3]=1.[NH2:13][C:14]1[CH:19]=[C:18]([C:20]([F:23])([F:22])[F:21])[CH:17]=[CH:16][N:15]=1.CC1(C)C2C(=C(P(C3C=CC=CC=3)C3C=CC=CC=3)C=CC=2)OC2C(P(C3C=CC=CC=3)C3C=CC=CC=3)=CC=CC1=2.C([O-])([O-])=O.[Cs+].[Cs+]. The catalyst is CC([O-])=O.CC([O-])=O.[Pd+2]. The product is [Br:12][C:4]1[CH:5]=[C:6]([NH:8][C:9](=[O:11])[CH3:10])[CH:7]=[C:2]([NH:13][C:14]2[CH:19]=[C:18]([C:20]([F:22])([F:21])[F:23])[CH:17]=[CH:16][N:15]=2)[N:3]=1. The yield is 0.500. (4) The reactants are [F:1][C:2]1[C:7]([OH:8])=[CH:6][CH:5]=[C:4]([F:9])[C:3]=1[NH:10][C:11](=O)[C:12]1[CH:17]=[C:16]([C:18]2[CH:23]=[CH:22][CH:21]=[C:20]([F:24])[CH:19]=2)[CH:15]=[CH:14][C:13]=1[CH3:25]. The catalyst is C1COCC1. The product is [F:1][C:2]1[C:3]([NH:10][CH2:11][C:12]2[CH:17]=[C:16]([C:18]3[CH:23]=[CH:22][CH:21]=[C:20]([F:24])[CH:19]=3)[CH:15]=[CH:14][C:13]=2[CH3:25])=[C:4]([F:9])[CH:5]=[CH:6][C:7]=1[OH:8]. The yield is 0.860. (5) The reactants are [Br:1][C:2]1[CH:6]=[C:5](Br)[S:4][C:3]=1[C:8]1[S:9][C:10](Br)=[CH:11][C:12]=1[Br:13].C(O)C.O. The catalyst is [Zn].C(O)(=O)C. The product is [Br:13][C:12]1[CH:11]=[CH:10][S:9][C:8]=1[C:3]1[S:4][CH:5]=[CH:6][C:2]=1[Br:1]. The yield is 0.910. (6) The reactants are [CH3:1][O:2][C:3](=[O:21])[C:4]1[CH:9]=[CH:8][C:7]([S:10][C:11]2[CH:16]=[CH:15][C:14]([OH:17])=[CH:13][CH:12]=2)=[C:6]([N+:18]([O-])=O)[CH:5]=1.CN(C=O)C.[Cl-].[NH4+]. The catalyst is O1CCCC1.O.C(O)C.[Fe]. The product is [CH3:1][O:2][C:3](=[O:21])[C:4]1[CH:9]=[CH:8][C:7]([S:10][C:11]2[CH:16]=[CH:15][C:14]([OH:17])=[CH:13][CH:12]=2)=[C:6]([NH2:18])[CH:5]=1. The yield is 0.790. (7) The reactants are [CH:1]([C:3]1[CH:18]=[CH:17][C:6]([O:7][C:8]2[N:9]=[CH:10][C:11]([C:14]([NH2:16])=[O:15])=[N:12][CH:13]=2)=[C:5]([CH3:19])[CH:4]=1)=O.[F:20][C:21]1[CH:26]=[CH:25][C:24]([CH2:27][CH2:28][NH2:29])=[CH:23][CH:22]=1.[BH4-].[Na+]. The catalyst is CO. The product is [F:20][C:21]1[CH:26]=[CH:25][C:24]([CH2:27][CH2:28][NH:29][CH2:1][C:3]2[CH:18]=[CH:17][C:6]([O:7][C:8]3[N:9]=[CH:10][C:11]([C:14]([NH2:16])=[O:15])=[N:12][CH:13]=3)=[C:5]([CH3:19])[CH:4]=2)=[CH:23][CH:22]=1. The yield is 0.540.